From a dataset of Reaction yield outcomes from USPTO patents with 853,638 reactions. Predict the reaction yield, written as a fraction of the theoretical maximum amount of product (1.0 means a 100% yield; for example, 0.34 means a 34% yield). (1) The reactants are C(O[CH:4]([O:8]CC)[CH2:5][CH:6]=[CH2:7])C.N1[CH:15]=[CH:14][CH:13]=[CH:12]1.[C:16](O)([C:18](F)(F)F)=O. No catalyst specified. The product is [CH2:14]([C:15]1[CH:7]=[CH:6][C:5]([CH:4]=[O:8])=[CH:18][CH:16]=1)[CH:13]=[CH2:12]. The yield is 0.360. (2) The reactants are [NH:1]1[CH:5]=[C:4]([C:6]([OH:8])=[O:7])[N:3]=[CH:2]1.S(=O)(=O)(O)O.[CH3:14]O. No catalyst specified. The product is [CH3:14][O:7][C:6]([C:4]1[N:3]=[CH:2][NH:1][CH:5]=1)=[O:8]. The yield is 0.580. (3) The reactants are [NH2:1][C:2]1[N:7]=[C:6](Cl)[C:5]([CH3:9])=[C:4]([Cl:10])[N:3]=1.[Cl:11][C:12]1[CH:13]=[CH:14][C:15]([O:21][CH3:22])=[C:16](B(O)O)[CH:17]=1.C1(P(C2C=CC=CC=2)C2C=CC=CC=2)C=CC=CC=1.C(=O)([O-])[O-].[Na+].[Na+]. The catalyst is O.C([O-])(=O)C.[Pd+2].C([O-])(=O)C.C(COC)OC. The product is [NH2:1][C:2]1[N:3]=[C:4]([Cl:10])[C:5]([CH3:9])=[C:6]([C:14]2[CH:13]=[C:12]([Cl:11])[CH:17]=[CH:16][C:15]=2[O:21][CH3:22])[N:7]=1. The yield is 0.210. (4) The reactants are [CH:1]1([S:4]([C:7]2[CH:12]=[CH:11][C:10]([CH:13]([CH2:31][CH:32]3[CH2:37][CH2:36][O:35][CH2:34][CH2:33]3)[C:14](=O)[CH2:15][CH2:16][C:17]([C:19]3[N:20]=[CH:21][N:22]([CH2:24][C:25]([O:27][CH2:28][CH3:29])=[O:26])[CH:23]=3)=O)=[CH:9][CH:8]=2)(=[O:6])=[O:5])[CH2:3][CH2:2]1.C([O-])(=O)C.[NH4+:42].[OH-].[Na+]. The catalyst is C(O)(=O)C. The product is [CH:1]1([S:4]([C:7]2[CH:8]=[CH:9][C:10]([CH:13]([C:14]3[NH:42][C:17]([C:19]4[N:20]=[CH:21][N:22]([CH2:24][C:25]([O:27][CH2:28][CH3:29])=[O:26])[CH:23]=4)=[CH:16][CH:15]=3)[CH2:31][CH:32]3[CH2:33][CH2:34][O:35][CH2:36][CH2:37]3)=[CH:11][CH:12]=2)(=[O:6])=[O:5])[CH2:3][CH2:2]1. The yield is 0.510. (5) The reactants are CC(C)([O-])C.[K+].[C:7]1([S:13]([CH2:16][CH2:17][SH:18])(=[O:15])=[O:14])[CH:12]=[CH:11][CH:10]=[CH:9][CH:8]=1.F[C:20]1[N:34]=[C:33]([F:35])[CH:32]=[CH:31][C:21]=1[C:22]([NH:24][CH2:25][C:26]1[S:27][CH:28]=[CH:29][CH:30]=1)=[O:23].CCCCCC.CC(=O)OCC. The catalyst is CN(C=O)C. The product is [C:7]1([S:13]([CH2:16][CH2:17][S:18][C:20]2[N:34]=[C:33]([F:35])[CH:32]=[CH:31][C:21]=2[C:22]([NH:24][CH2:25][C:26]2[S:27][CH:28]=[CH:29][CH:30]=2)=[O:23])(=[O:15])=[O:14])[CH:8]=[CH:9][CH:10]=[CH:11][CH:12]=1. The yield is 0.450. (6) The reactants are [NH2:1][C:2]1[CH:25]=[CH:24][C:5]([O:6][C:7]2[C:16]3[C:11](=[CH:12][C:13]([O:19][CH2:20]COC)=[C:14]([C:17]#[N:18])[CH:15]=3)[N:10]=[CH:9][CH:8]=2)=[CH:4][CH:3]=1.C1(C)C=CC=CC=1.[F:33][C:34]1[CH:39]=[CH:38][C:37]([N:40]=[C:41]=[O:42])=[CH:36][CH:35]=1. The catalyst is C(#N)C. The product is [C:17]([C:14]1[CH:15]=[C:16]2[C:11](=[CH:12][C:13]=1[O:19][CH3:20])[N:10]=[CH:9][CH:8]=[C:7]2[O:6][C:5]1[CH:24]=[CH:25][C:2]([NH:1][C:41]([NH:40][C:37]2[CH:38]=[CH:39][C:34]([F:33])=[CH:35][CH:36]=2)=[O:42])=[CH:3][CH:4]=1)#[N:18]. The yield is 0.680.